Binary Classification. Given a T-cell receptor sequence (or CDR3 region) and an epitope sequence, predict whether binding occurs between them. From a dataset of TCR-epitope binding with 47,182 pairs between 192 epitopes and 23,139 TCRs. The epitope is NLVPMVATV. The TCR CDR3 sequence is CASSLGGQSGNYGYTF. Result: 1 (the TCR binds to the epitope).